Dataset: CYP2C9 inhibition data for predicting drug metabolism from PubChem BioAssay. Task: Regression/Classification. Given a drug SMILES string, predict its absorption, distribution, metabolism, or excretion properties. Task type varies by dataset: regression for continuous measurements (e.g., permeability, clearance, half-life) or binary classification for categorical outcomes (e.g., BBB penetration, CYP inhibition). Dataset: cyp2c9_veith. (1) The result is 1 (inhibitor). The molecule is CCCCCCC(=O)Nc1ccc(C(=O)N/N=C/c2cccnc2)cc1. (2) The molecule is CN(C)CCCN1CC(C(=O)O)CC1=O. The result is 0 (non-inhibitor).